Predict the reactants needed to synthesize the given product. From a dataset of Full USPTO retrosynthesis dataset with 1.9M reactions from patents (1976-2016). Given the product [C:15]([O:14][C:12]([N:5]1[C:4]2[N:3]=[C:2]([CH2:1][C:22]([O:21][CH2:19][CH3:20])=[O:23])[CH:11]=[CH:10][C:9]=2[CH2:8][CH2:7][CH2:6]1)=[O:13])([CH3:18])([CH3:17])[CH3:16], predict the reactants needed to synthesize it. The reactants are: [CH3:1][C:2]1[CH:11]=[CH:10][C:9]2[CH2:8][CH2:7][CH2:6][N:5]([C:12]([O:14][C:15]([CH3:18])([CH3:17])[CH3:16])=[O:13])[C:4]=2[N:3]=1.[CH2:19]([O:21][C:22](=O)[O:23]CC)[CH3:20].[Li+].CC([N-]C(C)C)C.